Dataset: Full USPTO retrosynthesis dataset with 1.9M reactions from patents (1976-2016). Task: Predict the reactants needed to synthesize the given product. (1) The reactants are: [CH3:1][O:2][C:3]1[CH:23]=[CH:22][C:6]([CH2:7][O:8][C:9]2[C:14]([N:15]3[CH2:20][CH2:19][C:18](=[O:21])[CH2:17][CH2:16]3)=[CH:13][CH:12]=[CH:11][N:10]=2)=[CH:5][CH:4]=1.CO[CH:26](OC)[N:27]([CH3:29])[CH3:28]. Given the product [CH3:26][N:27]([CH:29]=[C:17]1[C:18](=[O:21])[CH2:19][CH2:20][N:15]([C:14]2[C:9]([O:8][CH2:7][C:6]3[CH:5]=[CH:4][C:3]([O:2][CH3:1])=[CH:23][CH:22]=3)=[N:10][CH:11]=[CH:12][CH:13]=2)[CH2:16]1)[CH3:28], predict the reactants needed to synthesize it. (2) Given the product [F:10][C:4]1[CH:3]=[C:2]([C:20]2[CH:19]=[CH:18][CH:17]=[C:16]([O:15][CH2:11][CH2:12][CH2:13][CH3:14])[CH:21]=2)[CH:8]=[C:7]([F:9])[C:5]=1[NH2:6], predict the reactants needed to synthesize it. The reactants are: Br[C:2]1[CH:8]=[C:7]([F:9])[C:5]([NH2:6])=[C:4]([F:10])[CH:3]=1.[CH2:11]([O:15][C:16]1[CH:17]=[C:18](B(O)O)[CH:19]=[CH:20][CH:21]=1)[CH2:12][CH2:13][CH3:14]. (3) The reactants are: [Br:1][C:2]1[CH:3]=[C:4]2[C:9](=[C:10]([CH3:12])[CH:11]=1)[N:8]=[C:7](Cl)[C:6]([F:14])=[CH:5]2.I.[P]. Given the product [Br:1][C:2]1[CH:3]=[C:4]2[C:9](=[C:10]([CH3:12])[CH:11]=1)[N:8]=[CH:7][C:6]([F:14])=[CH:5]2, predict the reactants needed to synthesize it. (4) Given the product [C:1]([O:5][C:6](=[O:20])[C:7]([S:10][C:11]1[S:12][CH:13]=[C:14]([CH2:16][C:17]([NH:21][C:22]2[CH:27]=[CH:26][C:25]([Br:28])=[CH:24][N:23]=2)=[O:19])[N:15]=1)([CH3:8])[CH3:9])([CH3:2])([CH3:3])[CH3:4], predict the reactants needed to synthesize it. The reactants are: [C:1]([O:5][C:6](=[O:20])[C:7]([S:10][C:11]1[S:12][CH:13]=[C:14]([CH2:16][C:17]([OH:19])=O)[N:15]=1)([CH3:9])[CH3:8])([CH3:4])([CH3:3])[CH3:2].[NH2:21][C:22]1[CH:27]=[CH:26][C:25]([Br:28])=[CH:24][N:23]=1.CN(C)CCCN=C=NCC. (5) Given the product [Br:12][CH2:11][C:10]1[NH:9][C:8]([C:13]2[S:14][CH:15]=[CH:16][N:17]=2)=[N:7][C@@H:6]([C:18]2[CH:23]=[CH:22][CH:21]=[CH:20][C:19]=2[Cl:25])[C:5]=1[C:3]([O:2][CH3:1])=[O:4], predict the reactants needed to synthesize it. The reactants are: [CH3:1][O:2][C:3]([C:5]1[C@H:6]([C:18]2[CH:23]=[CH:22][C:21](F)=[CH:20][C:19]=2[Cl:25])[N:7]=[C:8]([C:13]2[S:14][CH:15]=[CH:16][N:17]=2)[NH:9][C:10]=1[CH2:11][Br:12])=[O:4].ClC1C=CC=CC=1C=O. (6) Given the product [C:21]([O:25][C:26]([N:28]1[CH2:33][CH2:32][C:31]([C:13]2[C:18]([CH3:19])=[CH:17][C:16]([Br:20])=[CH:15][N:14]=2)([OH:34])[CH2:30][CH2:29]1)=[O:27])([CH3:24])([CH3:22])[CH3:23], predict the reactants needed to synthesize it. The reactants are: CCCCCC.C([Li])CCC.Br[C:13]1[C:18]([CH3:19])=[CH:17][C:16]([Br:20])=[CH:15][N:14]=1.[C:21]([O:25][C:26]([N:28]1[CH2:33][CH2:32][C:31](=[O:34])[CH2:30][CH2:29]1)=[O:27])([CH3:24])([CH3:23])[CH3:22]. (7) Given the product [N:23]1[CH:6]=[CH:7][C:2]([CH2:1][NH:8][C:9]([C:11]2[CH:20]=[CH:19][C:14]([C:15]([O:17][CH3:18])=[O:16])=[C:13]([OH:21])[C:12]=2[OH:22])=[O:10])=[CH:3][CH:4]=1, predict the reactants needed to synthesize it. The reactants are: [CH2:1]([NH:8][C:9]([C:11]1[CH:20]=[CH:19][C:14]([C:15]([O:17][CH3:18])=[O:16])=[C:13]([OH:21])[C:12]=1[OH:22])=[O:10])[C:2]1[CH:7]=[CH:6]C=[CH:4][CH:3]=1.[N:23]1C=CC(CN)=CC=1. (8) Given the product [CH3:1][O:2][C:3](=[O:11])[CH2:4][CH:5]([O:10][S:20]([CH3:19])(=[O:22])=[O:21])[CH2:6][CH2:7][CH2:8][Cl:9], predict the reactants needed to synthesize it. The reactants are: [CH3:1][O:2][C:3](=[O:11])[CH2:4][CH:5]([OH:10])[CH2:6][CH2:7][CH2:8][Cl:9].C(N(CC)CC)C.[CH3:19][S:20](Cl)(=[O:22])=[O:21]. (9) Given the product [NH2:8][C:5]1[CH:6]=[CH:7][C:2]([Cl:1])=[C:3]([C:19]2[N:20]=[C:21]3[N:26]=[CH:25][C:24]([N:27]([CH3:34])[C:28](=[O:33])[O:29][CH:30]([CH3:32])[CH3:31])=[CH:23][N:22]3[CH:35]=2)[CH:4]=1, predict the reactants needed to synthesize it. The reactants are: [Cl:1][C:2]1[CH:7]=[CH:6][C:5]([N:8]2C(=O)C3C(=CC=CC=3)C2=O)=[CH:4][C:3]=1[C:19]1[N:20]=[C:21]2[N:26]=[CH:25][C:24]([N:27]([CH3:34])[C:28](=[O:33])[O:29][CH:30]([CH3:32])[CH3:31])=[CH:23][N:22]2[CH:35]=1.NN. (10) Given the product [CH:1]1([N:6]2[C:7]3[N:17]=[CH:16][CH:15]=[CH:14][C:8]=3[C:9](=[O:10])[O:11][C:12]2=[O:26])[CH2:5][CH2:4][CH2:3][CH2:2]1, predict the reactants needed to synthesize it. The reactants are: [CH:1]1([NH:6][C:7]2[N:17]=[CH:16][CH:15]=[CH:14][C:8]=2[C:9]([O:11][CH2:12]C)=[O:10])[CH2:5][CH2:4][CH2:3][CH2:2]1.C(C(CC)CNC1N=CC=CC=1C(OCC)=[O:26])C.